The task is: Binary Classification. Given a drug SMILES string, predict its activity (active/inactive) in a high-throughput screening assay against a specified biological target.. This data is from Cav3 T-type calcium channel HTS with 100,875 compounds. (1) The drug is Brc1ccc(S(=O)(=O)Cc2oc(cc2)C(=O)NC(C)C)cc1. The result is 0 (inactive). (2) The drug is S(=O)(=O)(N(CC)CC)c1cc(c2n(c(SCc3oc(nn3)c3ccccc3)nn2)C)ccc1. The result is 0 (inactive). (3) The drug is O1C(C1CC(OC)OC)C(O)C(OCc1ccccc1)C. The result is 0 (inactive). (4) The drug is Clc1c(OC(C(=O)Nc2ccc(N3CCN(CC3)C(=O)C)cc2)C)ccc(Cl)c1. The result is 0 (inactive). (5) The compound is O1C(c2oncc2c2c1ccc1c2oc(=O)cc1)(C)C. The result is 0 (inactive). (6) The molecule is s1c(CNC(=O)CN(CC)c2n(nnn2)c2ccccc2)ccc1. The result is 0 (inactive).